This data is from CYP2D6 inhibition data for predicting drug metabolism from PubChem BioAssay. The task is: Regression/Classification. Given a drug SMILES string, predict its absorption, distribution, metabolism, or excretion properties. Task type varies by dataset: regression for continuous measurements (e.g., permeability, clearance, half-life) or binary classification for categorical outcomes (e.g., BBB penetration, CYP inhibition). Dataset: cyp2d6_veith. (1) The compound is N[C@]1(C(=O)O)CCc2cc(C(=O)O)ccc21. The result is 0 (non-inhibitor). (2) The compound is CCOC(=O)c1ccc(S(=O)(=O)Nc2ccc3cn[nH]c3c2)cc1. The result is 1 (inhibitor). (3) The drug is CC(C)Oc1ccc2ccccc2c1C=O. The result is 0 (non-inhibitor). (4) The molecule is O=C(Nc1cccc(C(=O)Nc2ccc(S(=O)(=O)[O-])c3cc(S(=O)(=O)[O-])cc(S(=O)(=O)[O-])c23)c1)Nc1cccc(C(=O)Nc2ccc(S(=O)(=O)[O-])c3cc(S(=O)(=O)[O-])cc(S(=O)(=O)[O-])c23)c1. The result is 0 (non-inhibitor). (5) The molecule is Nc1ncnc2c1ncn2[C@H]1O[C@@H](CO)[C@@H](O)[C@H]1N. The result is 0 (non-inhibitor). (6) The molecule is CC(=O)OCC1=C(C(=O)[O-])N2C(=O)[C@@H](NC(=O)CSc3ccncc3)[C@@H]2SC1.[Na+]. The result is 0 (non-inhibitor). (7) The drug is C[C@@H](C1=C(CCN(C)C)Cc2ccccc21)c1ccccn1. The result is 1 (inhibitor). (8) The molecule is CN1CCN(c2ccncc2S(=O)(=O)N2CCN(C)CC2)CC1. The result is 0 (non-inhibitor).